Task: Predict which catalyst facilitates the given reaction.. Dataset: Catalyst prediction with 721,799 reactions and 888 catalyst types from USPTO (1) Reactant: [Br:1][C:2]1[CH:3]=[C:4]([OH:8])[CH:5]=[CH:6][CH:7]=1.Br[C:10]1([C:14]([O:16][CH2:17][CH3:18])=[O:15])[CH2:13][CH2:12][CH2:11]1. Product: [Br:1][C:2]1[CH:3]=[C:4]([CH:5]=[CH:6][CH:7]=1)[O:8][C:10]1([C:14]([O:16][CH2:17][CH3:18])=[O:15])[CH2:13][CH2:12][CH2:11]1. The catalyst class is: 10. (2) Reactant: [CH2:1]([N:8]1[CH2:13][CH2:12][NH:11][CH2:10][CH2:9]1)[C:2]1[CH:7]=[CH:6][CH:5]=[CH:4][CH:3]=1.[Cl:14][C:15]1[N:20]=[CH:19][C:18]([S:21](Cl)(=[O:23])=[O:22])=[CH:17][CH:16]=1. Product: [CH2:1]([N:8]1[CH2:13][CH2:12][N:11]([S:21]([C:18]2[CH:19]=[N:20][C:15]([Cl:14])=[CH:16][CH:17]=2)(=[O:23])=[O:22])[CH2:10][CH2:9]1)[C:2]1[CH:3]=[CH:4][CH:5]=[CH:6][CH:7]=1. The catalyst class is: 2.